From a dataset of Forward reaction prediction with 1.9M reactions from USPTO patents (1976-2016). Predict the product of the given reaction. (1) The product is: [CH3:33][O:32][C:25]1[CH:26]=[C:27]([O:30][CH3:31])[CH:28]=[CH:29][C:24]=1[CH2:23][NH:22][C:21]1[C:16]2[CH:15]=[CH:14][N:13]([C@H:5]3[C@H:6]4[C@H:7]([O:8][C:9]([CH3:12])([CH3:11])[O:10]4)[C@@H:3]([CH2:2][NH:1][CH:39]([CH3:41])[CH3:38])[CH2:4]3)[C:17]=2[N:18]=[CH:19][N:20]=1. Given the reactants [NH2:1][CH2:2][C@@H:3]1[C@H:7]2[O:8][C:9]([CH3:12])([CH3:11])[O:10][C@H:6]2[C@H:5]([N:13]2[C:17]3[N:18]=[CH:19][N:20]=[C:21]([NH:22][CH2:23][C:24]4[CH:29]=[CH:28][C:27]([O:30][CH3:31])=[CH:26][C:25]=4[O:32][CH3:33])[C:16]=3[CH:15]=[CH:14]2)[CH2:4]1.ClCCCl.[CH3:38][C:39]([CH3:41])=O.C(O)(=O)C.C(O[BH-](OC(=O)C)OC(=O)C)(=O)C.[Na+], predict the reaction product. (2) Given the reactants [CH:1]1([NH:7][C:8]([C:10]2[C:11]([SH:16])=[N:12][CH:13]=[CH:14][CH:15]=2)=[O:9])[CH2:6][CH2:5][CH2:4][CH2:3][CH2:2]1.[CH3:17][S:18]([O:21][C:22]1[CH:27]=[CH:26][CH:25]=[CH:24][C:23]=1[CH2:28][CH2:29]OS(C)(=O)=O)(=[O:20])=[O:19].C(=O)([O-])[O-].[K+].[K+], predict the reaction product. The product is: [CH:1]1([NH:7][C:8]([C:10]2[C:11]([S:16][CH2:29][CH2:28][C:23]3[CH:24]=[CH:25][CH:26]=[CH:27][C:22]=3[O:21][S:18]([CH3:17])(=[O:19])=[O:20])=[N:12][CH:13]=[CH:14][CH:15]=2)=[O:9])[CH2:2][CH2:3][CH2:4][CH2:5][CH2:6]1. (3) The product is: [CH3:4][C:3]1[N:6]=[C:13]2[CH2:12][N:11]([CH2:20][C:21]3[CH:26]=[CH:25][CH:24]=[CH:23][CH:22]=3)[CH2:10][CH2:9][CH:14]2[C:15](=[O:16])[N:5]=1. Given the reactants [Na].Cl.[C:3]([NH2:6])(=[NH:5])[CH3:4].Cl.O=[C:9]1[CH:14]([C:15](OCC)=[O:16])[CH2:13][CH2:12][N:11]([CH2:20][C:21]2[CH:26]=[CH:25][CH:24]=[CH:23][CH:22]=2)[CH2:10]1, predict the reaction product. (4) Given the reactants [C:1]1([C:7]2[CH:8]=[C:9]([N+:17]([O-])=O)[CH:10]=[C:11]3[C:15]=2[N:14]([CH3:16])[CH:13]=[CH:12]3)[CH2:6][CH2:5][CH2:4][CH2:3][CH:2]=1.C(O)(=O)C, predict the reaction product. The product is: [CH:1]1([C:7]2[CH:8]=[C:9]([NH2:17])[CH:10]=[C:11]3[C:15]=2[N:14]([CH3:16])[CH:13]=[CH:12]3)[CH2:2][CH2:3][CH2:4][CH2:5][CH2:6]1.